Dataset: Reaction yield outcomes from USPTO patents with 853,638 reactions. Task: Predict the reaction yield, written as a fraction of the theoretical maximum amount of product (1.0 means a 100% yield; for example, 0.34 means a 34% yield). (1) The reactants are C([O:4][C:5]1[CH:6]=[C:7]([C:13]([C:15]2[C:21]3[CH:22]=[C:23]([O:30][CH3:31])[C:24]([O:28][CH3:29])=[C:25]([O:26][CH3:27])[C:20]=3[CH2:19][CH2:18][CH2:17][CH:16]=2)=[O:14])[CH:8]=[CH:9][C:10]=1[O:11][CH3:12])(C)C.[Al+3].[Cl-].[Cl-].[Cl-].[NH4+].[Cl-]. The catalyst is C(Cl)Cl. The product is [OH:4][C:5]1[CH:6]=[C:7]([C:13]([C:15]2[C:21]3[CH:22]=[C:23]([O:30][CH3:31])[C:24]([O:28][CH3:29])=[C:25]([O:26][CH3:27])[C:20]=3[CH2:19][CH2:18][CH2:17][CH:16]=2)=[O:14])[CH:8]=[CH:9][C:10]=1[O:11][CH3:12]. The yield is 0.560. (2) The reactants are [Cl:1][C:2]1[C:3]([NH:16][C:17]2[CH:18]=[C:19]([NH:24]C(=O)OC(C)(C)C)[CH:20]=[CH:21][C:22]=2[F:23])=[N:4][C:5]([NH:8][C:9]2[C:10]([CH3:15])=[N:11][N:12]([CH3:14])[CH:13]=2)=[N:6][CH:7]=1.C(O)(C(F)(F)F)=O.C(Cl)Cl. No catalyst specified. The product is [NH2:24][C:19]1[CH:20]=[CH:21][C:22]([F:23])=[C:17]([NH:16][C:3]2[C:2]([Cl:1])=[CH:7][N:6]=[C:5]([NH:8][C:9]3[C:10]([CH3:15])=[N:11][N:12]([CH3:14])[CH:13]=3)[N:4]=2)[CH:18]=1. The yield is 0.770. (3) The reactants are Cl[C:2]1[N:7]=[CH:6][C:5]([CH2:8][OH:9])=[CH:4][CH:3]=1.[NH2:10][C:11]1[S:12][CH:13]=[CH:14][N:15]=1.C(=O)([O-])[O-].[Na+].[Na+]. The catalyst is C1COCC1.C1C=CC(/C=C/C(/C=C/C2C=CC=CC=2)=O)=CC=1.C1C=CC(/C=C/C(/C=C/C2C=CC=CC=2)=O)=CC=1.C1C=CC(/C=C/C(/C=C/C2C=CC=CC=2)=O)=CC=1.[Pd].[Pd].CC1(C)C2C(=C(P(C3C=CC=CC=3)C3C=CC=CC=3)C=CC=2)OC2C(P(C3C=CC=CC=3)C3C=CC=CC=3)=CC=CC1=2. The product is [S:12]1[CH:13]=[CH:14][N:15]=[C:11]1[NH:10][C:2]1[N:7]=[CH:6][C:5]([CH2:8][OH:9])=[CH:4][CH:3]=1. The yield is 0.930. (4) The product is [C:12]([O:15][C:16]([N:2]1[CH2:3][CH:4]2[CH:9]([CH2:8][CH2:7][CH2:6][CH2:5]2)[C:1]1=[O:10])=[O:17])([CH3:14])([CH3:13])[CH3:11]. The yield is 0.810. The reactants are [C:1]1(=[O:10])[CH:9]2[CH:4]([CH2:5][CH2:6][CH2:7][CH2:8]2)[CH2:3][NH:2]1.[CH3:11][C:12]([O:15][C:16](O[C:16]([O:15][C:12]([CH3:14])([CH3:13])[CH3:11])=[O:17])=[O:17])([CH3:14])[CH3:13].CCN(CC)CC. The catalyst is CN(C1C=CN=CC=1)C.C1COCC1. (5) The reactants are [O:1]=[C:2]1[N:6]2[CH2:7][CH2:8][N:9](C(OC(C)(C)C)=O)[CH2:10][CH:5]2[CH2:4][N:3]1[C:18]1[CH:23]=[CH:22][CH:21]=[CH:20][CH:19]=1.[ClH:24].CO. No catalyst specified. The product is [ClH:24].[C:18]1([N:3]2[CH2:4][CH:5]3[CH2:10][NH:9][CH2:8][CH2:7][N:6]3[C:2]2=[O:1])[CH:23]=[CH:22][CH:21]=[CH:20][CH:19]=1. The yield is 0.711. (6) The reactants are [C:1]([C:3]1[C:4]([NH:15][C:16](=[O:19])OC)=[N:5][C:6]([C:9]2[CH:14]=[CH:13][CH:12]=[CH:11][CH:10]=2)=[N:7][CH:8]=1)#[N:2].C([OH:22])C.[OH-].[Na+]. The catalyst is O. The product is [C:9]1([C:6]2[N:5]=[C:4]3[NH:15][C:16](=[O:19])[NH:2][C:1](=[O:22])[C:3]3=[CH:8][N:7]=2)[CH:14]=[CH:13][CH:12]=[CH:11][CH:10]=1. The yield is 0.320. (7) The reactants are [Si]([O:8][C:9]([CH3:40])([CH3:39])[CH2:10][N:11]1[CH:15]=[C:14]([C:16]2[CH:37]=[CH:36][C:19]3[C:20]4[N:21]([CH:25]=[C:26]([C:28]5[N:32]([CH:33]([CH3:35])[CH3:34])[N:31]=[CH:30][N:29]=5)[N:27]=4)[CH2:22][CH2:23][O:24][C:18]=3[CH:17]=2)[N:13]=[C:12]1[CH3:38])(C(C)(C)C)(C)C.[F-].C([N+](CCCC)(CCCC)CCCC)CCC. The catalyst is C1COCC1. The product is [CH:33]([N:32]1[C:28]([C:26]2[N:27]=[C:20]3[C:19]4[CH:36]=[CH:37][C:16]([C:14]5[N:13]=[C:12]([CH3:38])[N:11]([CH2:10][C:9]([CH3:40])([OH:8])[CH3:39])[CH:15]=5)=[CH:17][C:18]=4[O:24][CH2:23][CH2:22][N:21]3[CH:25]=2)=[N:29][CH:30]=[N:31]1)([CH3:35])[CH3:34]. The yield is 0.360. (8) The reactants are [Cl-].O[NH3+:3].[C:4](=[O:7])([O-])[OH:5].[Na+].CS(C)=O.[C:13]12([CH:23]([O:52][Si](C(C)(C)C)(C)C)[CH2:24][N:25]3[C:30](=[O:31])[C:29]([CH2:32][C:33]4[CH:38]=[CH:37][C:36]([C:39]5[C:40]([C:45]#[N:46])=[CH:41][CH:42]=[CH:43][CH:44]=5)=[CH:35][CH:34]=4)=[C:28]([CH2:47][CH2:48][CH2:49][CH3:50])[N:27]=[C:26]3[CH3:51])[CH2:22][CH:17]3[CH2:18][CH:19]([CH2:21][CH:15]([CH2:16]3)[CH2:14]1)[CH2:20]2. The catalyst is C(OCC)(=O)C. The product is [C:13]12([CH:23]([OH:52])[CH2:24][N:25]3[C:30](=[O:31])[C:29]([CH2:32][C:33]4[CH:34]=[CH:35][C:36]([C:39]5[CH:44]=[CH:43][CH:42]=[CH:41][C:40]=5[C:45]5[NH:3][C:4](=[O:7])[O:5][N:46]=5)=[CH:37][CH:38]=4)=[C:28]([CH2:47][CH2:48][CH2:49][CH3:50])[N:27]=[C:26]3[CH3:51])[CH2:20][CH:19]3[CH2:21][CH:15]([CH2:16][CH:17]([CH2:18]3)[CH2:22]1)[CH2:14]2. The yield is 0.240. (9) The reactants are C1CN([P+](ON2N=NC3C=CC=CC2=3)(N2CCCC2)N2CCCC2)CC1.F[P-](F)(F)(F)(F)F.C(OC([NH:41][C:42]1[S:46][C:45]([C:47]2[C:52]([F:53])=[CH:51][CH:50]=[C:49]([O:54][CH3:55])[C:48]=2[F:56])=[N:44][C:43]=1[C:57]([OH:59])=O)=O)(C)(C)C.[NH2:60][C:61]1[CH:62]=[N:63][N:64]([CH3:81])[C:65]=1[N:66]1[CH2:71][CH2:70][CH:69]([CH2:72][NH:73]C(=O)OC(C)(C)C)[CH2:68][CH2:67]1.CCN(C(C)C)C(C)C. The catalyst is C(Cl)Cl. The product is [NH2:41][C:42]1[S:46][C:45]([C:47]2[C:52]([F:53])=[CH:51][CH:50]=[C:49]([O:54][CH3:55])[C:48]=2[F:56])=[N:44][C:43]=1[C:57]([NH:60][C:61]1[CH:62]=[N:63][N:64]([CH3:81])[C:65]=1[N:66]1[CH2:71][CH2:70][CH:69]([CH2:72][NH2:73])[CH2:68][CH2:67]1)=[O:59]. The yield is 0.420. (10) The reactants are [Cl:1][C:2]1[CH:3]=[C:4]([N:10]2[CH:22]([CH:23]3[CH2:27][CH2:26][CH2:25][CH2:24]3)[CH:21]3[C:12]([C:13]4[CH:14]=[CH:15][C:16]([C:28](O)=[O:29])=[N:17][C:18]=4[CH2:19][CH2:20]3)=[N:11]2)[CH:5]=[CH:6][C:7]=1[C:8]#[N:9].[CH3:31][N:32]([CH3:37])[CH2:33][CH2:34][NH:35][CH3:36].CCN(C(C)C)C(C)C.CN(C(ON1N=NC2C=CC=NC1=2)=[N+](C)C)C.F[P-](F)(F)(F)(F)F. The catalyst is ClCCl.O.CN(C=O)C. The product is [Cl:1][C:2]1[CH:3]=[C:4]([N:10]2[CH:22]([CH:23]3[CH2:27][CH2:26][CH2:25][CH2:24]3)[CH:21]3[C:12]([C:13]4[CH:14]=[CH:15][C:16]([C:28]([N:35]([CH2:34][CH2:33][N:32]([CH3:37])[CH3:31])[CH3:36])=[O:29])=[N:17][C:18]=4[CH2:19][CH2:20]3)=[N:11]2)[CH:5]=[CH:6][C:7]=1[C:8]#[N:9]. The yield is 0.387.